This data is from Full USPTO retrosynthesis dataset with 1.9M reactions from patents (1976-2016). The task is: Predict the reactants needed to synthesize the given product. (1) The reactants are: [CH3:1][O:2][C:3](=[O:23])[CH2:4][C:5]1[C:14]([CH3:15])=[C:13]([CH:16]2[CH2:21][CH2:20][NH:19][CH2:18][CH2:17]2)[C:12]2[C:7](=[CH:8][CH:9]=[C:10]([F:22])[CH:11]=2)[CH:6]=1.[Cl:24][C:25]1[CH:30]=[C:29]([Cl:31])[CH:28]=[CH:27][C:26]=1[S:32](Cl)(=[O:34])=[O:33].C(N(CC)C(C)C)(C)C. Given the product [CH3:1][O:2][C:3](=[O:23])[CH2:4][C:5]1[C:14]([CH3:15])=[C:13]([CH:16]2[CH2:17][CH2:18][N:19]([S:32]([C:26]3[CH:27]=[CH:28][C:29]([Cl:31])=[CH:30][C:25]=3[Cl:24])(=[O:34])=[O:33])[CH2:20][CH2:21]2)[C:12]2[C:7](=[CH:8][CH:9]=[C:10]([F:22])[CH:11]=2)[CH:6]=1, predict the reactants needed to synthesize it. (2) Given the product [F:1][C:2]1[CH:7]=[CH:6][CH:5]=[CH:4][C:3]=1[N:8]1[C:16]2[C:11](=[C:12]([N:17]3[CH2:24][C@H:23]4[C@H:19]([CH2:20][N:21]([C:28](=[O:29])[C:27]([OH:26])([CH3:32])[CH3:31])[CH2:22]4)[C:18]3=[O:25])[CH:13]=[CH:14][CH:15]=2)[CH:10]=[N:9]1, predict the reactants needed to synthesize it. The reactants are: [F:1][C:2]1[CH:7]=[CH:6][CH:5]=[CH:4][C:3]=1[N:8]1[C:16]2[C:11](=[C:12]([N:17]3[CH2:24][C@H:23]4[C@H:19]([CH2:20][NH:21][CH2:22]4)[C:18]3=[O:25])[CH:13]=[CH:14][CH:15]=2)[CH:10]=[N:9]1.[OH:26][C:27]([CH3:32])([CH3:31])[C:28](O)=[O:29].C(N=C=NCCCN(C)C)C.ON=C(C#N)C(OCC)=O.